This data is from NCI-60 drug combinations with 297,098 pairs across 59 cell lines. The task is: Regression. Given two drug SMILES strings and cell line genomic features, predict the synergy score measuring deviation from expected non-interaction effect. (1) Drug 1: CC1C(C(CC(O1)OC2CC(CC3=C2C(=C4C(=C3O)C(=O)C5=C(C4=O)C(=CC=C5)OC)O)(C(=O)CO)O)N)O.Cl. Drug 2: CCN(CC)CCCC(C)NC1=C2C=C(C=CC2=NC3=C1C=CC(=C3)Cl)OC. Cell line: SF-268. Synergy scores: CSS=10.0, Synergy_ZIP=-0.877, Synergy_Bliss=4.04, Synergy_Loewe=3.01, Synergy_HSA=3.15. (2) Drug 1: C1=C(C(=O)NC(=O)N1)F. Drug 2: CC1=C(C(=O)C2=C(C1=O)N3CC4C(C3(C2COC(=O)N)OC)N4)N. Cell line: DU-145. Synergy scores: CSS=68.3, Synergy_ZIP=-6.21, Synergy_Bliss=-6.56, Synergy_Loewe=-8.05, Synergy_HSA=-0.391. (3) Cell line: T-47D. Drug 2: C(CC(=O)O)C(=O)CN.Cl. Synergy scores: CSS=6.71, Synergy_ZIP=-3.52, Synergy_Bliss=0.100, Synergy_Loewe=-1.53, Synergy_HSA=0.366. Drug 1: CS(=O)(=O)CCNCC1=CC=C(O1)C2=CC3=C(C=C2)N=CN=C3NC4=CC(=C(C=C4)OCC5=CC(=CC=C5)F)Cl. (4) Drug 1: COC1=NC(=NC2=C1N=CN2C3C(C(C(O3)CO)O)O)N. Drug 2: CC1C(C(CC(O1)OC2CC(CC3=C2C(=C4C(=C3O)C(=O)C5=CC=CC=C5C4=O)O)(C(=O)C)O)N)O. Cell line: OVCAR-4. Synergy scores: CSS=27.1, Synergy_ZIP=3.87, Synergy_Bliss=1.58, Synergy_Loewe=-36.6, Synergy_HSA=5.13. (5) Drug 1: CC12CCC3C(C1CCC2=O)CC(=C)C4=CC(=O)C=CC34C. Drug 2: C1CNP(=O)(OC1)N(CCCl)CCCl. Cell line: BT-549. Synergy scores: CSS=17.6, Synergy_ZIP=2.08, Synergy_Bliss=3.67, Synergy_Loewe=-14.7, Synergy_HSA=3.50. (6) Drug 1: C1=NC2=C(N=C(N=C2N1C3C(C(C(O3)CO)O)O)F)N. Drug 2: C1=CN(C=N1)CC(O)(P(=O)(O)O)P(=O)(O)O. Cell line: SNB-19. Synergy scores: CSS=19.7, Synergy_ZIP=-4.81, Synergy_Bliss=2.49, Synergy_Loewe=-1.47, Synergy_HSA=-1.21.